Dataset: Full USPTO retrosynthesis dataset with 1.9M reactions from patents (1976-2016). Task: Predict the reactants needed to synthesize the given product. Given the product [F:19][C:16]1[CH:17]=[C:18]2[C:13]([C:11](=[O:12])[CH:10]=[N:9][NH:8]2)=[CH:14][CH:15]=1, predict the reactants needed to synthesize it. The reactants are: C([O-])([O-])=O.[K+].[K+].C[NH:8][N:9]=[CH:10][C:11]([C:13]1[CH:18]=[CH:17][C:16]([F:19])=[CH:15][C:14]=1F)=[O:12].